Dataset: Forward reaction prediction with 1.9M reactions from USPTO patents (1976-2016). Task: Predict the product of the given reaction. Given the reactants [N+:1]([C:4]1[CH:5]=[CH:6][C:7]([N:15]2[CH2:20][CH2:19][N:18]([C:21](=[O:23])[CH3:22])[CH2:17][CH2:16]2)=[N:8][C:9]=1[O:10][CH:11]1[CH2:14][O:13][CH2:12]1)([O-])=O.COCCOC1N=C(N2CCN(C(=O)C)CC2)C=CC=1[N+]([O-])=O, predict the reaction product. The product is: [NH2:1][C:4]1[CH:5]=[CH:6][C:7]([N:15]2[CH2:20][CH2:19][N:18]([C:21](=[O:23])[CH3:22])[CH2:17][CH2:16]2)=[N:8][C:9]=1[O:10][CH:11]1[CH2:12][O:13][CH2:14]1.